This data is from Full USPTO retrosynthesis dataset with 1.9M reactions from patents (1976-2016). The task is: Predict the reactants needed to synthesize the given product. (1) Given the product [Cl:1][C:2]1[CH:10]=[CH:9][C:8]([I:11])=[CH:7][C:3]=1[C:4]([C:19]1[CH:20]=[CH:21][C:13]2[O:12][CH2:17][CH2:16][O:15][C:14]=2[CH:18]=1)=[O:5], predict the reactants needed to synthesize it. The reactants are: [Cl:1][C:2]1[CH:10]=[CH:9][C:8]([I:11])=[CH:7][C:3]=1[C:4](Cl)=[O:5].[O:12]1[CH2:17][CH2:16][O:15][C:14]2[CH:18]=[CH:19][CH:20]=[CH:21][C:13]1=2.[Cl-].[Cl-].[Cl-].[Al+3]. (2) Given the product [C:1]([O:5][C:6]([N:8]1[CH2:13][CH2:12][CH:11]([C:14]([NH:16][C:17]2[CH:32]=[CH:31][C:30](/[CH:43]=[CH:42]/[C:41]([O:45][CH3:46])=[O:44])=[CH:29][C:18]=2[C:19]([NH:21][C:22]2[CH:27]=[CH:26][C:25]([Cl:28])=[CH:24][N:23]=2)=[O:20])=[O:15])[CH2:10][CH2:9]1)=[O:7])([CH3:4])([CH3:3])[CH3:2], predict the reactants needed to synthesize it. The reactants are: [C:1]([O:5][C:6]([N:8]1[CH2:13][CH2:12][CH:11]([C:14]([NH:16][C:17]2[CH:32]=[CH:31][C:30](I)=[CH:29][C:18]=2[C:19]([NH:21][C:22]2[CH:27]=[CH:26][C:25]([Cl:28])=[CH:24][N:23]=2)=[O:20])=[O:15])[CH2:10][CH2:9]1)=[O:7])([CH3:4])([CH3:3])[CH3:2].C(N(CC)CC)C.[C:41]([O:45][CH3:46])(=[O:44])[CH:42]=[CH2:43].